This data is from Peptide-MHC class I binding affinity with 185,985 pairs from IEDB/IMGT. The task is: Regression. Given a peptide amino acid sequence and an MHC pseudo amino acid sequence, predict their binding affinity value. This is MHC class I binding data. (1) The peptide sequence is RVFNNYMPY. The MHC is HLA-A02:03 with pseudo-sequence HLA-A02:03. The binding affinity (normalized) is 0.106. (2) The peptide sequence is LEDDSQVDLA. The MHC is HLA-B44:03 with pseudo-sequence HLA-B44:03. The binding affinity (normalized) is 0.